Dataset: Reaction yield outcomes from USPTO patents with 853,638 reactions. Task: Predict the reaction yield, written as a fraction of the theoretical maximum amount of product (1.0 means a 100% yield; for example, 0.34 means a 34% yield). The reactants are [Br:1][C:2]1[CH:3]=[CH:4][C:5]([O:16][CH2:17][CH2:18]C)=[C:6]([C:8]2[CH:13]=[C:12]([Cl:14])[N:11]=[C:10]([NH2:15])[N:9]=2)[CH:7]=1.N[C:21]1N=C(C2C=C(Br)C=CC=2O)C=C(Cl)N=1. The catalyst is CC(O)C. The product is [Br:1][C:2]1[CH:3]=[CH:4][C:5]([O:16][CH:17]([CH3:18])[CH3:21])=[C:6]([C:8]2[CH:13]=[C:12]([Cl:14])[N:11]=[C:10]([NH2:15])[N:9]=2)[CH:7]=1. The yield is 0.680.